From a dataset of Catalyst prediction with 721,799 reactions and 888 catalyst types from USPTO. Predict which catalyst facilitates the given reaction. (1) Reactant: Br[C:2]1[N:7]=[CH:6][C:5]([C:8]2[N:13]3[N:14]=[C:15]([C:24]4[CH:29]=[CH:28][N:27]=[CH:26][CH:25]=4)[C:16]([C:17]4[CH:18]=[C:19]([OH:23])[CH:20]=[CH:21][CH:22]=4)=[C:12]3[N:11]=[CH:10][CH:9]=2)=[CH:4][CH:3]=1.C(N(C(C)C)CC)(C)C.Cl.Cl.[NH2:41][C@H:42]1[CH:47]2[CH2:48][CH2:49][N:44]([CH2:45][CH2:46]2)[CH2:43]1. Product: [N:44]12[CH2:49][CH2:48][CH:47]([CH2:46][CH2:45]1)[C@H:42]([NH:41][C:2]1[N:7]=[CH:6][C:5]([C:8]3[N:13]4[N:14]=[C:15]([C:24]5[CH:29]=[CH:28][N:27]=[CH:26][CH:25]=5)[C:16]([C:17]5[CH:18]=[C:19]([OH:23])[CH:20]=[CH:21][CH:22]=5)=[C:12]4[N:11]=[CH:10][CH:9]=3)=[CH:4][CH:3]=1)[CH2:43]2. The catalyst class is: 16. (2) Reactant: [BH4-].[Na+].CC([N:7]([CH2:11][C:12]1[CH:17]=[CH:16][CH:15]=[C:14]([CH2:18][N:19]2[C:27]3[C:22](=[C:23]([C:28](=[O:30])[CH3:29])[CH:24]=[CH:25][CH:26]=3)[C:21]([NH:31][S:32]([C:35]3[S:36][C:37]([Cl:40])=[CH:38][CH:39]=3)(=[O:34])=[O:33])=[N:20]2)[CH:13]=1)C(=O)[O-])(C)C.Cl.O1CCOCC1. Product: [NH2:7][CH2:11][C:12]1[CH:13]=[C:14]([CH2:18][N:19]2[C:27]3[C:22](=[C:23]([CH:28]([OH:30])[CH3:29])[CH:24]=[CH:25][CH:26]=3)[C:21]([NH:31][S:32]([C:35]3[S:36][C:37]([Cl:40])=[CH:38][CH:39]=3)(=[O:34])=[O:33])=[N:20]2)[CH:15]=[CH:16][CH:17]=1. The catalyst class is: 5.